Dataset: Full USPTO retrosynthesis dataset with 1.9M reactions from patents (1976-2016). Task: Predict the reactants needed to synthesize the given product. (1) Given the product [Br:1][C:2]1[N:7]([CH3:10])[C:6](=[O:8])[C:5]([Cl:9])=[N:4][CH:3]=1, predict the reactants needed to synthesize it. The reactants are: [Br:1][C:2]1[NH:7][C:6](=[O:8])[C:5]([Cl:9])=[N:4][CH:3]=1.[C:10](=O)([O-])[O-].[K+].[K+].CI. (2) Given the product [F:1][C:2]1[CH:7]=[CH:6][CH:5]=[CH:4][C:3]=1[C:8]1[C:16]2[C:15]([NH:17][C@H:18]([C:20]3[N:25]([C:26]4[CH:31]=[CH:30][CH:29]=[CH:28][CH:27]=4)[C:24](=[O:32])[C:23]4=[C:33]([CH3:36])[CH:34]=[CH:35][N:22]4[N:21]=3)[CH3:19])=[N:14][CH:13]=[N:12][C:11]=2[NH:10][CH:9]=1, predict the reactants needed to synthesize it. The reactants are: [F:1][C:2]1[CH:7]=[CH:6][CH:5]=[CH:4][C:3]=1[C:8]1[C:16]2[C:15]([NH:17][C@H:18]([C:20]3[N:25]([C:26]4[CH:31]=[CH:30][CH:29]=[CH:28][CH:27]=4)[C:24](=[O:32])[C:23]4=[C:33]([CH3:36])[CH:34]=[CH:35][N:22]4[N:21]=3)[CH3:19])=[N:14][CH:13]=[N:12][C:11]=2[N:10](COCC[Si](C)(C)C)[CH:9]=1.FC(F)(F)C(O)=O.N. (3) Given the product [Cl:15][C:10]1[CH:9]=[C:8]([C:6]2[N:5]=[C:4]([NH2:16])[N:3]=[C:2]([NH:23][C:22]3[CH:24]=[CH:25][C:19]([C:18]([F:17])([F:26])[F:27])=[CH:20][CH:21]=3)[CH:7]=2)[CH:13]=[C:12]([Cl:14])[CH:11]=1, predict the reactants needed to synthesize it. The reactants are: Cl[C:2]1[CH:7]=[C:6]([C:8]2[CH:13]=[C:12]([Cl:14])[CH:11]=[C:10]([Cl:15])[CH:9]=2)[N:5]=[C:4]([NH2:16])[N:3]=1.[F:17][C:18]([F:27])([F:26])[C:19]1[CH:25]=[CH:24][C:22]([NH2:23])=[CH:21][CH:20]=1. (4) Given the product [CH3:34][O:35][C:36]1[CH:63]=[CH:62][C:39]2[N:40]=[C:41]([C:43]3[CH:48]=[N:47][C:46]([N:49]4[CH2:54][CH2:53][NH:52][CH2:51][CH2:50]4)=[CH:45][CH:44]=3)[S:42][C:38]=2[CH:37]=1, predict the reactants needed to synthesize it. The reactants are: FC(F)(F)C(O)=O.N1(C2N=CC(C3SC4C=C(C(OCC)=O)C=CC=4N=3)=CC=2)CCNCC1.[CH3:34][O:35][C:36]1[CH:63]=[CH:62][C:39]2[N:40]=[C:41]([C:43]3[CH:44]=[CH:45][C:46]([N:49]4[CH2:54][CH2:53][N:52](C(OC(C)(C)C)=O)[CH2:51][CH2:50]4)=[N:47][CH:48]=3)[S:42][C:38]=2[CH:37]=1.[OH-].[Na+].C(=O)([O-])O.[Na+].